Task: Predict the reactants needed to synthesize the given product.. Dataset: Full USPTO retrosynthesis dataset with 1.9M reactions from patents (1976-2016) (1) Given the product [C:1]([NH:11][C@H:12]([C:15]([OH:17])=[O:16])[CH2:13][S:26][C:20]1[CH:25]=[CH:24][CH:23]=[CH:22][CH:21]=1)([O:3][CH2:4][C:5]1[CH:10]=[CH:9][CH:8]=[CH:7][CH:6]=1)=[O:2], predict the reactants needed to synthesize it. The reactants are: [C:1]([NH:11][C@H:12]([C:15]([OH:17])=[O:16])[CH2:13]Cl)([O:3][CH2:4][C:5]1[CH:10]=[CH:9][CH:8]=[CH:7][CH:6]=1)=[O:2].[OH-].[Na+].[C:20]1([SH:26])[CH:25]=[CH:24][CH:23]=[CH:22][CH:21]=1.Cl. (2) Given the product [C:1]([O:5][C:6]([N:8]1[CH2:13][CH2:12][N:11]([C:14]([C:16]2[C:24]3[C:19](=[N:20][CH:21]=[CH:22][CH:23]=3)[N:18]([C:25]3[CH:30]=[CH:29][CH:28]=[CH:27][CH:26]=3)[C:17]=2[O:39][C:37]2[CH:38]=[C:33]([F:32])[CH:34]=[CH:35][C:36]=2[CH3:40])=[O:15])[CH2:10][CH2:9]1)=[O:7])([CH3:4])([CH3:3])[CH3:2], predict the reactants needed to synthesize it. The reactants are: [C:1]([O:5][C:6]([N:8]1[CH2:13][CH2:12][N:11]([C:14]([C:16]2[C:24]3[C:19](=[N:20][CH:21]=[CH:22][CH:23]=3)[N:18]([C:25]3[CH:30]=[CH:29][CH:28]=[CH:27][CH:26]=3)[C:17]=2Cl)=[O:15])[CH2:10][CH2:9]1)=[O:7])([CH3:4])([CH3:3])[CH3:2].[F:32][C:33]1[CH:34]=[CH:35][C:36]([CH3:40])=[C:37]([OH:39])[CH:38]=1. (3) Given the product [CH2:24]([O:31][C:32]([N:10]1[CH2:11][C@H:12]([CH3:22])[C@@H:13]([O:14][Si:15]([C:18]([CH3:21])([CH3:20])[CH3:19])([CH3:16])[CH3:17])[C@H:8]([NH:7][C:6]([O:5][C:1]([CH3:4])([CH3:2])[CH3:3])=[O:23])[CH2:9]1)=[O:33])[C:25]1[CH:30]=[CH:29][CH:28]=[CH:27][CH:26]=1, predict the reactants needed to synthesize it. The reactants are: [C:1]([O:5][C:6](=[O:23])[NH:7][C@H:8]1[C@H:13]([O:14][Si:15]([C:18]([CH3:21])([CH3:20])[CH3:19])([CH3:17])[CH3:16])[C@@H:12]([CH3:22])[CH2:11][NH:10][CH2:9]1)([CH3:4])([CH3:3])[CH3:2].[CH2:24]([O:31][C:32](ON1C(=O)CCC1=O)=[O:33])[C:25]1[CH:30]=[CH:29][CH:28]=[CH:27][CH:26]=1.C(N(CC)CC)C. (4) The reactants are: [Cl:1][CH2:2][CH2:3][C:4]([C:6]1[CH:11]=[CH:10][CH:9]=[CH:8][CH:7]=1)=[O:5].[NH4+].[Cl-].I[CH2:15][C:16]([CH3:18])=[CH2:17]. Given the product [Cl:1][CH2:2][CH2:3][C:4]([C:6]1[CH:11]=[CH:10][CH:9]=[CH:8][CH:7]=1)([OH:5])[CH2:17][C:16]([CH3:18])=[CH2:15], predict the reactants needed to synthesize it. (5) Given the product [F:21][C:22]1[CH:23]=[C:24]([CH2:29][C:30]([NH:1][CH:2]([CH3:20])[C:3]([NH:5][C:6]2[N:7]=[CH:8][N:9]([C:11]([CH3:19])([CH3:18])[CH2:12][N:13]3[CH2:14][CH2:15][CH2:16][CH2:17]3)[CH:10]=2)=[O:4])=[O:31])[CH:25]=[C:26]([F:28])[CH:27]=1, predict the reactants needed to synthesize it. The reactants are: [NH2:1][CH:2]([CH3:20])[C:3]([NH:5][C:6]1[N:7]=[CH:8][N:9]([C:11]([CH3:19])([CH3:18])[CH2:12][N:13]2[CH2:17][CH2:16][CH2:15][CH2:14]2)[CH:10]=1)=[O:4].[F:21][C:22]1[CH:23]=[C:24]([CH2:29][C:30](O)=[O:31])[CH:25]=[C:26]([F:28])[CH:27]=1. (6) Given the product [CH3:1][N:2]1[CH2:7][CH2:6][N:5]([C:8]2[CH:13]=[C:12]([CH2:14][C:15]([NH2:19])=[O:17])[CH:11]=[CH:10][N:9]=2)[CH2:4][CH2:3]1, predict the reactants needed to synthesize it. The reactants are: [CH3:1][N:2]1[CH2:7][CH2:6][N:5]([C:8]2[CH:13]=[C:12]([CH2:14][C:15]([O:17]C)=O)[CH:11]=[CH:10][N:9]=2)[CH2:4][CH2:3]1.[NH3:19]. (7) Given the product [OH:22][C:20]1[C:19]2[C:14](=[C:15]([OH:24])[CH:16]=[C:17]([Br:23])[CH:18]=2)[N:13]=[C:12]([C:10]([OH:11])=[O:9])[CH:21]=1, predict the reactants needed to synthesize it. The reactants are: [I-].[K+].P(=O)(O)(O)O.C[O:9][C:10]([C:12]1[CH:21]=[C:20]([OH:22])[C:19]2[C:14](=[C:15]([O:24]C)[CH:16]=[C:17]([Br:23])[CH:18]=2)[N:13]=1)=[O:11]. (8) The reactants are: [CH2:1]([N:8]1[CH2:13][CH2:12][CH:11]([N:14]2[CH:22]=[N:21][C:20]3[C:15]2=[N:16][C:17](Cl)=[N:18][C:19]=3[N:23]2[CH2:28][CH2:27][O:26][CH2:25][CH2:24]2)[CH2:10][CH2:9]1)[C:2]1[CH:7]=[CH:6][CH:5]=[CH:4][CH:3]=1.C([O-])(O)=O.[Na+].[NH2:35][C:36]1(B(O)O)[N:41]=[CH:40][CH:39]=[CH:38][NH:37]1. Given the product [CH2:1]([N:8]1[CH2:13][CH2:12][CH:11]([N:14]2[CH:22]=[N:21][C:20]3[C:15]2=[N:16][C:17]([C:39]2[CH:38]=[N:37][C:36]([NH2:35])=[N:41][CH:40]=2)=[N:18][C:19]=3[N:23]2[CH2:28][CH2:27][O:26][CH2:25][CH2:24]2)[CH2:10][CH2:9]1)[C:2]1[CH:7]=[CH:6][CH:5]=[CH:4][CH:3]=1, predict the reactants needed to synthesize it. (9) The reactants are: [CH2:1]([O:3][C:4](=[O:34])[CH2:5][CH2:6][C:7]1[CH:12]=[CH:11][C:10]([O:13][C:14]2[CH:19]=[C:18]([CH3:20])[CH:17]=[C:16]([O:21][C:22]3[CH:27]=[CH:26][C:25]([C:28]([F:31])([F:30])[F:29])=[CH:24][C:23]=3Br)[CH:15]=2)=[CH:9][C:8]=1[CH3:33])[CH3:2].[N:35]1[CH:40]=[CH:39][CH:38]=[C:37](B(O)O)[CH:36]=1.[F-].[Cs+].C(Cl)Cl. Given the product [CH2:1]([O:3][C:4](=[O:34])[CH2:5][CH2:6][C:7]1[CH:12]=[CH:11][C:10]([O:13][C:14]2[CH:15]=[C:16]([O:21][C:22]3[CH:27]=[CH:26][C:25]([C:28]([F:31])([F:30])[F:29])=[CH:24][C:23]=3[C:37]3[CH:36]=[N:35][CH:40]=[CH:39][CH:38]=3)[CH:17]=[C:18]([CH3:20])[CH:19]=2)=[CH:9][C:8]=1[CH3:33])[CH3:2], predict the reactants needed to synthesize it.